Dataset: Tyrosyl-DNA phosphodiesterase HTS with 341,365 compounds. Task: Binary Classification. Given a drug SMILES string, predict its activity (active/inactive) in a high-throughput screening assay against a specified biological target. (1) The drug is s1c(C(OCC(=O)N(C2CCCCC2)C)=O)c(cc1)C. The result is 0 (inactive). (2) The molecule is Brc1ccc(C(=O)NC(Cc2c3c([nH]c2)cccc3)C(OCC(=O)c2ccc(Cl)cc2)=O)cc1. The result is 0 (inactive).